This data is from Catalyst prediction with 721,799 reactions and 888 catalyst types from USPTO. The task is: Predict which catalyst facilitates the given reaction. (1) Reactant: [CH2:1]([O:8][C:9]1[CH:14]=[CH:13][C:12]([CH2:15][CH2:16][O:17][C:18]2[CH:19]=[C:20]([CH2:24][CH2:25][NH:26]C(=O)OC(C)(C)C)[CH:21]=[CH:22][CH:23]=2)=[CH:11][C:10]=1[C@@H:34]([C:44]1[CH:49]=[CH:48][CH:47]=[CH:46][CH:45]=1)[CH2:35][CH2:36][N:37]([CH:41]([CH3:43])[CH3:42])[CH:38]([CH3:40])[CH3:39])[C:2]1[CH:7]=[CH:6][CH:5]=[CH:4][CH:3]=1.Cl. Product: [NH2:26][CH2:25][CH2:24][C:20]1[CH:19]=[C:18]([CH:23]=[CH:22][CH:21]=1)[O:17][CH2:16][CH2:15][C:12]1[CH:13]=[CH:14][C:9]([O:8][CH2:1][C:2]2[CH:7]=[CH:6][CH:5]=[CH:4][CH:3]=2)=[C:10]([C@@H:34]([C:44]2[CH:45]=[CH:46][CH:47]=[CH:48][CH:49]=2)[CH2:35][CH2:36][N:37]([CH:38]([CH3:40])[CH3:39])[CH:41]([CH3:43])[CH3:42])[CH:11]=1. The catalyst class is: 4. (2) Reactant: C([O:8][CH2:9][C@H:10]1[C:15](=[CH2:16])[C@@H:14]([C:17]2[CH:22]=[CH:21][C:20]([Cl:23])=[C:19]([CH2:24][C:25]3[CH:30]=[CH:29][C:28]([CH2:31][CH3:32])=[CH:27][CH:26]=3)[CH:18]=2)[C@H:13]([O:33]CC2C=CC=CC=2)[C@@H:12]([O:41]CC2C=CC=CC=2)[C@@H:11]1[O:49]CC1C=CC=CC=1)C1C=CC=CC=1.B(Cl)(Cl)Cl.CO. The catalyst class is: 2. Product: [Cl:23][C:20]1[CH:21]=[CH:22][C:17]([C@@H:14]2[C:15](=[CH2:16])[C@H:10]([CH2:9][OH:8])[C@@H:11]([OH:49])[C@H:12]([OH:41])[C@H:13]2[OH:33])=[CH:18][C:19]=1[CH2:24][C:25]1[CH:26]=[CH:27][C:28]([CH2:31][CH3:32])=[CH:29][CH:30]=1. (3) Reactant: [NH:1]1[CH2:7][C:5](=[O:6])[NH:4][C:2]1=[O:3].N1CCCCC1.[CH2:14]([S:21][C:22]1[CH:27]=[C:26]([N:28]([CH:36]2[CH2:38][CH2:37]2)C(=O)OC(C)(C)C)[N:25]2[N:39]=[CH:40][C:41]([CH:42]=O)=[C:24]2[N:23]=1)[C:15]1[CH:20]=[CH:19][CH:18]=[CH:17][CH:16]=1. Product: [CH2:14]([S:21][C:22]1[CH:27]=[C:26]([NH:28][CH:36]2[CH2:37][CH2:38]2)[N:25]2[N:39]=[CH:40][C:41](/[CH:42]=[C:7]3/[C:5](=[O:6])[NH:4][C:2](=[O:3])[NH:1]/3)=[C:24]2[N:23]=1)[C:15]1[CH:16]=[CH:17][CH:18]=[CH:19][CH:20]=1. The catalyst class is: 40. (4) Reactant: [NH2:1][C@@H:2]([CH:86]([CH3:88])[CH3:87])[C:3]([NH:5][C@@H:6]([CH2:79][CH2:80][CH2:81][NH:82][C:83]([NH2:85])=[O:84])[C:7]([NH:9][C:10]1[CH:78]=[CH:77][C:13]([CH2:14][O:15][C:16]([N:18]([CH3:76])[CH2:19][CH2:20][N:21]([CH3:75])[C:22]([O:24][C:25]2[CH:33]=[C:32]3[C:28]([C@H:29]([CH2:69][Cl:70])[CH2:30][N:31]3[C:34](=[O:68])[CH2:35][CH2:36][CH2:37][C:38]([N:40]3[C:48]4[C:43](=[C:44]5[C:64]([CH3:65])=[CH:63][S:62][C:45]5=[C:46]([O:49][C@@H:50]5[O:55][C@H:54]([C:56]([OH:58])=[O:57])[C@@H:53]([OH:59])[C@H:52]([OH:60])[C@H:51]5[OH:61])[CH:47]=4)[C@H:42]([CH2:66][Cl:67])[CH2:41]3)=[O:39])=[C:27]3[C:71]([CH3:74])=[CH:72][S:73][C:26]=23)=[O:23])=[O:17])=[CH:12][CH:11]=1)=[O:8])=[O:4].[O:89]=[C:90]1[CH:94]=[CH:93][C:92](=[O:95])[N:91]1[CH2:96][CH2:97][O:98][CH2:99][CH2:100][O:101][CH2:102][CH2:103][O:104][CH2:105][CH2:106][O:107][CH2:108][CH2:109][O:110][CH2:111][CH2:112][O:113][CH2:114][CH2:115][C:116](OC1C(F)=C(F)C(F)=C(F)C=1F)=[O:117].CCN(C(C)C)C(C)C. Product: [Cl:67][CH2:66][C@H:42]1[C:43]2[C:48](=[CH:47][C:46]([O:49][C@@H:50]3[O:55][C@H:54]([C:56]([OH:58])=[O:57])[C@@H:53]([OH:59])[C@H:52]([OH:60])[C@H:51]3[OH:61])=[C:45]3[S:62][CH:63]=[C:64]([CH3:65])[C:44]3=2)[N:40]([C:38](=[O:39])[CH2:37][CH2:36][CH2:35][C:34]([N:31]2[C:32]3[C:28](=[C:27]4[C:71]([CH3:74])=[CH:72][S:73][C:26]4=[C:25]([O:24][C:22](=[O:23])[N:21]([CH2:20][CH2:19][N:18]([C:16]([O:15][CH2:14][C:13]4[CH:12]=[CH:11][C:10]([NH:9][C:7](=[O:8])[C@H:6]([CH2:79][CH2:80][CH2:81][NH:82][C:83]([NH2:85])=[O:84])[NH:5][C:3](=[O:4])[C@H:2]([CH:86]([CH3:88])[CH3:87])[NH:1][C:116](=[O:117])[CH2:115][CH2:114][O:113][CH2:112][CH2:111][O:110][CH2:109][CH2:108][O:107][CH2:106][CH2:105][O:104][CH2:103][CH2:102][O:101][CH2:100][CH2:99][O:98][CH2:97][CH2:96][N:91]5[C:92](=[O:95])[CH:93]=[CH:94][C:90]5=[O:89])=[CH:78][CH:77]=4)=[O:17])[CH3:76])[CH3:75])[CH:33]=3)[C@H:29]([CH2:69][Cl:70])[CH2:30]2)=[O:68])[CH2:41]1. The catalyst class is: 3. (5) Reactant: [NH:1]1[C:9]2[C:4](=[CH:5][CH:6]=[CH:7][CH:8]=2)[C:3]([C:10]([OH:12])=O)=[CH:2]1.[NH2:13][C:14]1[CH:19]=[CH:18][C:17]([CH2:20][C:21]([O:23][CH2:24][CH3:25])=[O:22])=[CH:16][C:15]=1[Cl:26].C(N(CC)CC)C. Product: [Cl:26][C:15]1[CH:16]=[C:17]([CH2:20][C:21]([O:23][CH2:24][CH3:25])=[O:22])[CH:18]=[CH:19][C:14]=1[NH:13][C:10]([C:3]1[C:4]2[C:9](=[CH:8][CH:7]=[CH:6][CH:5]=2)[NH:1][CH:2]=1)=[O:12]. The catalyst class is: 6. (6) Reactant: C(OP([CH2:9][C:10]([O:12][C:13]([CH3:16])([CH3:15])[CH3:14])=[O:11])(OCC)=O)C.[H-].[Na+].[Cl:19][C:20]1[CH:27]=[CH:26][C:23]([CH:24]=O)=[CH:22][C:21]=1[N+:28]([O-:30])=[O:29].O. Product: [Cl:19][C:20]1[CH:27]=[CH:26][C:23](/[CH:24]=[CH:9]/[C:10]([O:12][C:13]([CH3:14])([CH3:15])[CH3:16])=[O:11])=[CH:22][C:21]=1[N+:28]([O-:30])=[O:29]. The catalyst class is: 56.